This data is from NCI-60 drug combinations with 297,098 pairs across 59 cell lines. The task is: Regression. Given two drug SMILES strings and cell line genomic features, predict the synergy score measuring deviation from expected non-interaction effect. Drug 1: CCC1=CC2CC(C3=C(CN(C2)C1)C4=CC=CC=C4N3)(C5=C(C=C6C(=C5)C78CCN9C7C(C=CC9)(C(C(C8N6C)(C(=O)OC)O)OC(=O)C)CC)OC)C(=O)OC.C(C(C(=O)O)O)(C(=O)O)O. Drug 2: CC1=C(C(CCC1)(C)C)C=CC(=CC=CC(=CC(=O)O)C)C. Cell line: OVCAR3. Synergy scores: CSS=63.0, Synergy_ZIP=4.48, Synergy_Bliss=4.74, Synergy_Loewe=-26.6, Synergy_HSA=2.00.